Regression/Classification. Given a drug SMILES string, predict its absorption, distribution, metabolism, or excretion properties. Task type varies by dataset: regression for continuous measurements (e.g., permeability, clearance, half-life) or binary classification for categorical outcomes (e.g., BBB penetration, CYP inhibition). Dataset: b3db_classification. From a dataset of Blood-brain barrier permeability classification from the B3DB database. (1) The drug is CNC1Cc2ccccc2N(C)c2ccccc21. The result is 1 (penetrates BBB). (2) The molecule is CN1C[C@H](CCn2c3c(c4ccccc42)C(=O)NCC3)CC1=O. The result is 1 (penetrates BBB). (3) The molecule is OCCN1C=CN(CCCN2c3ccccc3C=Cc3ccccc32)C=CC1. The result is 1 (penetrates BBB).